This data is from Forward reaction prediction with 1.9M reactions from USPTO patents (1976-2016). The task is: Predict the product of the given reaction. The product is: [Cl:17][C:2]1[C:3]([C:10]([O:12][CH2:13][CH3:14])=[O:11])=[CH:4][N:5]([CH3:9])[C:6](=[O:8])[CH:7]=1. Given the reactants O[C:2]1[C:3]([C:10]([O:12][CH2:13][CH3:14])=[O:11])=[CH:4][N:5]([CH3:9])[C:6](=[O:8])[CH:7]=1.P(Cl)(Cl)([Cl:17])=O.C(N(CC)CC)C, predict the reaction product.